This data is from Merck oncology drug combination screen with 23,052 pairs across 39 cell lines. The task is: Regression. Given two drug SMILES strings and cell line genomic features, predict the synergy score measuring deviation from expected non-interaction effect. (1) Drug 1: Cn1nnc2c(C(N)=O)ncn2c1=O. Drug 2: CCc1cnn2c(NCc3ccc[n+]([O-])c3)cc(N3CCCCC3CCO)nc12. Cell line: A2780. Synergy scores: synergy=3.84. (2) Cell line: NCIH2122. Drug 1: CC1CC2C3CCC4=CC(=O)C=CC4(C)C3(F)C(O)CC2(C)C1(O)C(=O)CO. Synergy scores: synergy=59.4. Drug 2: COC1CC2CCC(C)C(O)(O2)C(=O)C(=O)N2CCCCC2C(=O)OC(C(C)CC2CCC(OP(C)(C)=O)C(OC)C2)CC(=O)C(C)C=C(C)C(O)C(OC)C(=O)C(C)CC(C)C=CC=CC=C1C. (3) Cell line: MDAMB436. Drug 1: CN1C(=O)C=CC2(C)C3CCC4(C)C(NC(=O)OCC(F)(F)F)CCC4C3CCC12. Synergy scores: synergy=-12.5. Drug 2: NC1CCCCC1N.O=C(O)C(=O)O.[Pt+2]. (4) Drug 1: CC1CC2C3CCC4=CC(=O)C=CC4(C)C3(F)C(O)CC2(C)C1(O)C(=O)CO. Drug 2: Cn1c(=O)n(-c2ccc(C(C)(C)C#N)cc2)c2c3cc(-c4cnc5ccccc5c4)ccc3ncc21. Cell line: HT144. Synergy scores: synergy=10.4. (5) Drug 1: Cn1nnc2c(C(N)=O)ncn2c1=O. Drug 2: CCC1(O)C(=O)OCc2c1cc1n(c2=O)Cc2cc3c(CN(C)C)c(O)ccc3nc2-1. Cell line: MSTO. Synergy scores: synergy=11.8.